Task: Predict the reaction yield, written as a fraction of the theoretical maximum amount of product (1.0 means a 100% yield; for example, 0.34 means a 34% yield).. Dataset: Reaction yield outcomes from USPTO patents with 853,638 reactions (1) The product is [C:10]([N:13]([CH2:1][CH2:2][CH2:3][CH2:4][CH2:5][CH2:6][CH2:7][CH3:8])[C:14]1[CH:19]=[CH:18][CH:17]=[CH:16][CH:15]=1)(=[O:12])[CH3:11]. The yield is 0.980. The catalyst is CS(C)=O. The reactants are [CH2:1](Br)[CH2:2][CH2:3][CH2:4][CH2:5][CH2:6][CH2:7][CH3:8].[C:10]([NH:13][C:14]1[CH:19]=[CH:18][CH:17]=[CH:16][CH:15]=1)(=[O:12])[CH3:11].[OH-].[K+].O. (2) The reactants are [O:1]1[CH2:6][CH2:5][CH:4]([C:7]([NH2:9])=O)[CH2:3][CH2:2]1.COC1C=CC(P2(SP(C3C=CC(OC)=CC=3)(=S)S2)=[S:19])=CC=1.C([O-])(O)=O.[Na+]. The catalyst is C1COCC1. The product is [O:1]1[CH2:6][CH2:5][CH:4]([C:7](=[S:19])[NH2:9])[CH2:3][CH2:2]1. The yield is 0.438. (3) The catalyst is O.CO. The product is [Br:1][C:2]1[CH:3]=[CH:4][C:5]2[N:9]=[N:8][N:7]([CH2:10][C:11]3[CH:12]=[CH:13][C:14]4[N:15]([CH:17]=[C:18]([C:20]([OH:22])=[O:21])[N:19]=4)[N:16]=3)[C:6]=2[CH:25]=1. The reactants are [Br:1][C:2]1[CH:3]=[CH:4][C:5]2[N:9]=[N:8][N:7]([CH2:10][C:11]3[CH:12]=[CH:13][C:14]4[N:15]([CH:17]=[C:18]([C:20]([O:22]CC)=[O:21])[N:19]=4)[N:16]=3)[C:6]=2[CH:25]=1.[Li+].[OH-]. The yield is 0.770. (4) The reactants are [C:1]1([C:7]2([C:17]3[CH:22]=[CH:21][CH:20]=[CH:19][CH:18]=3)[CH:11]3[CH2:12][NH:13][CH2:14][CH2:15][N:10]3[C:9](=[O:16])[O:8]2)[CH:6]=[CH:5][CH:4]=[CH:3][CH:2]=1.C(N(CC)CC)C.[C:30](Cl)(=[O:35])[O:31][CH2:32][CH2:33]Br.C(NC(C)C)(C)C.[NH:44]1[CH2:49][CH:48]=[CH:47][CH2:46][CH2:45]1. The catalyst is O1CCCC1.C(OCC)(=O)C.CN(C)C=O. The product is [N:44]1([CH2:33][CH2:32][O:31][C:30]([N:13]2[CH2:14][CH2:15][N:10]3[C:9](=[O:16])[O:8][C:7]([C:1]4[CH:6]=[CH:5][CH:4]=[CH:3][CH:2]=4)([C:17]4[CH:18]=[CH:19][CH:20]=[CH:21][CH:22]=4)[CH:11]3[CH2:12]2)=[O:35])[CH2:45][CH:46]=[CH:47][CH2:48][CH2:49]1. The yield is 0.590. (5) The reactants are [Br:1][C:2]1[CH:3]=[C:4]([CH:9]=[C:10]([C:12](=[O:17])N(OC)C)[CH:11]=1)[C:5]([O:7][CH3:8])=[O:6].[CH3:18][Mg]Cl. The catalyst is C1COCC1. The product is [C:12]([C:10]1[CH:9]=[C:4]([CH:3]=[C:2]([Br:1])[CH:11]=1)[C:5]([O:7][CH3:8])=[O:6])(=[O:17])[CH3:18]. The yield is 0.490. (6) The reactants are C([O:3][C:4]([C:6]1[C:7]([C:11]2[CH:16]=[CH:15][C:14]([F:17])=[CH:13][N:12]=2)=[N:8][O:9][CH:10]=1)=[O:5])C.C(OC(C1C(C2C=CC=CN=2)=NOC=1)=O)C. No catalyst specified. The product is [F:17][C:14]1[CH:15]=[CH:16][C:11]([C:7]2[C:6]([C:4]([OH:5])=[O:3])=[CH:10][O:9][N:8]=2)=[N:12][CH:13]=1. The yield is 0.670.